From a dataset of Catalyst prediction with 721,799 reactions and 888 catalyst types from USPTO. Predict which catalyst facilitates the given reaction. (1) Reactant: [Si:1]([O:8][C@H:9]([C:34]1[CH:43]=[CH:42][C:41]([OH:44])=[C:40]2[C:35]=1[CH:36]=[CH:37][C:38](=[O:45])[NH:39]2)[CH2:10][NH:11][CH2:12][CH2:13][CH2:14][CH2:15][C:16]1([C:21]2[CH:26]=[CH:25][C:24]([NH:27]C(=O)C(F)(F)F)=[CH:23][CH:22]=2)[S:20][CH2:19][CH2:18][S:17]1)([C:4]([CH3:7])([CH3:6])[CH3:5])([CH3:3])[CH3:2].[C:46]([O:50][C:51](O[C:51]([O:50][C:46]([CH3:49])([CH3:48])[CH3:47])=[O:52])=[O:52])([CH3:49])([CH3:48])[CH3:47].C(N(CC)CC)C. Product: [NH2:27][C:24]1[CH:23]=[CH:22][C:21]([C:16]2([CH2:15][CH2:14][CH2:13][CH2:12][N:11]([CH2:10][C@H:9]([O:8][Si:1]([C:4]([CH3:7])([CH3:6])[CH3:5])([CH3:2])[CH3:3])[C:34]3[CH:43]=[CH:42][C:41]([OH:44])=[C:40]4[C:35]=3[CH:36]=[CH:37][C:38](=[O:45])[NH:39]4)[C:51](=[O:52])[O:50][C:46]([CH3:49])([CH3:48])[CH3:47])[S:17][CH2:18][CH2:19][S:20]2)=[CH:26][CH:25]=1. The catalyst class is: 7. (2) Reactant: Cl.[CH3:2][O:3][C:4](=[O:10])[C@@H:5]1[CH2:9][CH2:8][CH2:7][NH:6]1.[C:11]([NH:14][C:15]1[S:16][C:17]([S:20](Cl)(=[O:22])=[O:21])=[CH:18][N:19]=1)(=[O:13])[CH3:12].CCN(C(C)C)C(C)C.Cl. Product: [CH3:2][O:3][C:4]([C@@H:5]1[CH2:9][CH2:8][CH2:7][N:6]1[S:20]([C:17]1[S:16][C:15]([NH:14][C:11](=[O:13])[CH3:12])=[N:19][CH:18]=1)(=[O:21])=[O:22])=[O:10]. The catalyst class is: 34. (3) Reactant: [O:1]=[C:2]1[N:11]([CH:12]2[CH2:17][CH2:16][N:15]([CH:18]3[CH2:23][CH2:22][N:21](C(OC(C)(C)C)=O)[CH2:20][CH2:19]3)[CH2:14][CH2:13]2)[C@@H:10]2[C@H:5]([CH2:6][CH2:7][CH2:8][CH2:9]2)[CH2:4][O:3]1.Cl. Product: [NH:21]1[CH2:20][CH2:19][CH:18]([N:15]2[CH2:16][CH2:17][CH:12]([N:11]3[C:2](=[O:1])[O:3][CH2:4][C@H:5]4[C@H:10]3[CH2:9][CH2:8][CH2:7][CH2:6]4)[CH2:13][CH2:14]2)[CH2:23][CH2:22]1. The catalyst class is: 12.